This data is from Full USPTO retrosynthesis dataset with 1.9M reactions from patents (1976-2016). The task is: Predict the reactants needed to synthesize the given product. (1) Given the product [F:30][C:22]1[CH:23]=[C:24]([N+:27]([O-:29])=[O:28])[CH:25]=[CH:26][C:21]=1[O:20][C:17]1[CH:16]=[CH:15][N:14]=[C:13]2[CH:12]=[C:11]([C:5]3[CH:4]=[C:3]([OH:2])[C:8]([OH:9])=[CH:7][CH:6]=3)[S:19][C:18]=12, predict the reactants needed to synthesize it. The reactants are: C[O:2][C:3]1[CH:4]=[C:5]([C:11]2[S:19][C:18]3[C:13](=[N:14][CH:15]=[CH:16][C:17]=3[O:20][C:21]3[CH:26]=[CH:25][C:24]([N+:27]([O-:29])=[O:28])=[CH:23][C:22]=3[F:30])[CH:12]=2)[CH:6]=[CH:7][C:8]=1[O:9]C.B(Br)(Br)Br.CO.[OH-].[Na+]. (2) Given the product [C:42]([C:41]1[CH:44]=[C:37]([C:2]2[CH:7]=[N:6][C:5]([NH:8][C:9]([NH:11][CH2:12][CH3:13])=[O:10])=[CH:4][C:3]=2[C:14]2[S:15][CH:16]=[C:17]([C:19]([F:22])([F:21])[F:20])[N:18]=2)[CH:38]=[N:39][CH:40]=1)#[N:43], predict the reactants needed to synthesize it. The reactants are: Br[C:2]1[C:3]([C:14]2[S:15][CH:16]=[C:17]([C:19]([F:22])([F:21])[F:20])[N:18]=2)=[CH:4][C:5]([NH:8][C:9]([NH:11][CH2:12][CH3:13])=[O:10])=[N:6][CH:7]=1.C(=O)([O-])[O-].[Cs+].[Cs+].CC1(C)C(C)(C)OB([C:37]2[CH:38]=[N:39][CH:40]=[C:41]([CH:44]=2)[C:42]#[N:43])O1. (3) Given the product [CH3:44][O:43][CH2:42][CH2:41][CH2:40][N:32]1[C:33]2[C:38](=[CH:37][CH:36]=[CH:35][CH:34]=2)[CH2:39][CH:30]([C:28]([OH:29])=[O:27])[CH2:31]1, predict the reactants needed to synthesize it. The reactants are: N1C2C(=CC=CC=2)CC(C(OC)=O)C1.BrCCCOC.C(=O)([O-])O.[Na+].C[O:27][C:28]([CH:30]1[CH2:39][C:38]2[C:33](=[CH:34][CH:35]=[CH:36][CH:37]=2)[N:32]([CH2:40][CH2:41][CH2:42][O:43][CH3:44])[CH2:31]1)=[O:29].C(OC(C1CC2C(=CC=CC=2)N(CCCOC)C1)=O)C.[OH-].[K+]. (4) The reactants are: COC(C1C=C(O)C2C(=C(OCC3C=CC=CC=3)C=CC=2)[N:6]=1)=O.C[O:25][C:26]([C:28]1[C:37]([Br:38])=[C:36]([OH:39])[C:35]2[C:30](=[CH:31][CH:32]=[CH:33][CH:34]=2)[N:29]=1)=[O:27]. Given the product [Br:38][C:37]1[C:28]([C:26]([OH:25])=[O:27])=[N:29][C:30]2[C:35]([C:36]=1[OH:39])=[CH:34][CH:33]=[CH:32][C:31]=2[NH2:6], predict the reactants needed to synthesize it. (5) The reactants are: Cl.[NH2:2][C:3]1[CH:8]=[C:7]([CH2:9][CH2:10][C:11](O)=[O:12])[CH:6]=[CH:5][N:4]=1.[H-].[Al+3].[Li+].[H-].[H-].[H-]. Given the product [NH2:2][C:3]1[CH:8]=[C:7]([CH2:9][CH2:10][CH2:11][OH:12])[CH:6]=[CH:5][N:4]=1, predict the reactants needed to synthesize it. (6) Given the product [NH2:45][CH:19]1[CH:18]([C:11]2[CH:12]=[CH:13][C:14]([O:16][CH3:17])=[CH:15][C:10]=2[O:9][CH2:8][C:6]([OH:5])=[O:7])[C:26]2[C:21](=[CH:22][CH:23]=[C:24]([O:27][CH2:28][CH2:29][CH3:30])[CH:25]=2)[CH:20]1[C:31]1[CH:36]=[CH:35][C:34]2[O:37][CH2:38][O:39][C:33]=2[CH:32]=1, predict the reactants needed to synthesize it. The reactants are: C([O:5][C:6]([CH2:8][O:9][C:10]1[CH:15]=[C:14]([O:16][CH3:17])[CH:13]=[CH:12][C:11]=1[CH:18]1[C:26]2[C:21](=[CH:22][CH:23]=[C:24]([O:27][CH2:28][CH2:29][CH3:30])[CH:25]=2)[CH:20]([C:31]2[CH:36]=[CH:35][C:34]3[O:37][CH2:38][O:39][C:33]=3[CH:32]=2)[CH:19]1C(O)=O)=[O:7])(C)(C)C.C([N:45](CC)CC)C. (7) Given the product [CH2:18]([O:20][C:21]([C:23]1[C:27]([CH2:28][CH2:29][C:30]([OH:32])=[O:31])=[C:26]([CH:33]=[C:12]2[C:11]3[C:15](=[CH:16][C:8]([C:5]4[CH:4]=[CH:3][C:2]([F:1])=[CH:7][CH:6]=4)=[CH:9][CH:10]=3)[NH:14][C:13]2=[O:17])[NH:25][C:24]=1[CH3:35])=[O:22])[CH3:19], predict the reactants needed to synthesize it. The reactants are: [F:1][C:2]1[CH:7]=[CH:6][C:5]([C:8]2[CH:16]=[C:15]3[C:11]([CH2:12][C:13](=[O:17])[NH:14]3)=[CH:10][CH:9]=2)=[CH:4][CH:3]=1.[CH2:18]([O:20][C:21]([C:23]1[C:27]([CH2:28][CH2:29][C:30]([OH:32])=[O:31])=[C:26]([CH:33]=O)[NH:25][C:24]=1[CH3:35])=[O:22])[CH3:19].C(CCC1C(C(OCC)=O)=C(C)NC=1)(O)=O.